Binary Classification. Given a T-cell receptor sequence (or CDR3 region) and an epitope sequence, predict whether binding occurs between them. From a dataset of TCR-epitope binding with 47,182 pairs between 192 epitopes and 23,139 TCRs. (1) The TCR CDR3 sequence is CASSDRGVSWSPLHF. Result: 1 (the TCR binds to the epitope). The epitope is KLWAQCVQL. (2) The epitope is YYRRATRRIR. The TCR CDR3 sequence is CASSRGRGGYQPQHF. Result: 0 (the TCR does not bind to the epitope).